Dataset: Catalyst prediction with 721,799 reactions and 888 catalyst types from USPTO. Task: Predict which catalyst facilitates the given reaction. (1) Reactant: [OH:1][C:2]1[CH:7]=[CH:6][C:5]([NH:8][C:9]([CH3:13])([CH3:12])[C:10]#N)=[CH:4][CH:3]=1.[N:14]([C:17]1[CH:24]=[CH:23][C:20]([C:21]#[N:22])=[C:19]([C:25]([F:28])([F:27])[F:26])[CH:18]=1)=[C:15]=[S:16].C[OH:30].Cl. Product: [OH:1][C:2]1[CH:7]=[CH:6][C:5]([N:8]2[C:9]([CH3:13])([CH3:12])[C:10](=[O:30])[N:14]([C:17]3[CH:24]=[CH:23][C:20]([C:21]#[N:22])=[C:19]([C:25]([F:26])([F:28])[F:27])[CH:18]=3)[C:15]2=[S:16])=[CH:4][CH:3]=1. The catalyst class is: 80. (2) Reactant: [NH2:1][CH2:2][C:3]1([OH:18])[CH2:7][CH2:6][N:5]([C:8]([O:10][CH2:11][C:12]2[CH:17]=[CH:16][CH:15]=[CH:14][CH:13]=2)=[O:9])[CH2:4]1.[CH3:19][C:20]([O:23][C:24](O[C:24]([O:23][C:20]([CH3:22])([CH3:21])[CH3:19])=[O:25])=[O:25])([CH3:22])[CH3:21]. Product: [CH3:19][C:20]([O:23][C:24]([NH:1][CH2:2][C:3]1([OH:18])[CH2:7][CH2:6][N:5]([C:8]([O:10][CH2:11][C:12]2[CH:17]=[CH:16][CH:15]=[CH:14][CH:13]=2)=[O:9])[CH2:4]1)=[O:25])([CH3:22])[CH3:21]. The catalyst class is: 14. (3) Reactant: [Cl:1][C:2]1[C:3]([N:8]2[CH2:13][CH2:12][NH:11][CH2:10][CH2:9]2)=[N:4][CH:5]=[CH:6][CH:7]=1.[C:14]1([S:24](Cl)(=[O:26])=[O:25])[C:23]2[C:18](=[CH:19][CH:20]=[CH:21][CH:22]=2)[CH:17]=[CH:16][CH:15]=1.S(Cl)(Cl)(=O)=O.C(N(C(C)C)CC)(C)C. Product: [Cl:1][C:2]1[C:3]([N:8]2[CH2:9][CH2:10][N:11]([S:24]([C:14]3[C:23]4[C:18](=[CH:19][CH:20]=[CH:21][CH:22]=4)[CH:17]=[CH:16][CH:15]=3)(=[O:26])=[O:25])[CH2:12][CH2:13]2)=[N:4][CH:5]=[CH:6][CH:7]=1. The catalyst class is: 4. (4) Reactant: [Cl:1][C:2]1[CH:10]=[CH:9][C:5]([C:6]([OH:8])=O)=[C:4]([F:11])[CH:3]=1.CN(C(ON1N=NC2C=CC=NC1=2)=[N+](C)C)C.F[P-](F)(F)(F)(F)F.[CH3:36][O:37][C:38]1[CH:43]=[C:42]([NH2:44])[CH:41]=[CH:40][N:39]=1.CCN(CC)CC. Product: [Cl:1][C:2]1[CH:10]=[CH:9][C:5]([C:6]([NH:44][C:42]2[CH:41]=[CH:40][N:39]=[C:38]([O:37][CH3:36])[CH:43]=2)=[O:8])=[C:4]([F:11])[CH:3]=1. The catalyst class is: 4. (5) Reactant: Cl[CH2:2][C:3]1[CH:4]=[C:5]([C:9]([N:11]2[CH2:24][C:23]([CH3:26])([CH3:25])[C:22]3[C:21]4[CH:20]=[CH:19][CH:18]=[CH:17][C:16]=4[NH:15][C:14]=3[C:13]([C:27]([O:29][CH:30]([CH3:32])[CH3:31])=[O:28])=[CH:12]2)=[O:10])[CH:6]=[CH:7][CH:8]=1.CCN(C(C)C)C(C)C.[OH:42][CH:43]1[CH2:48][CH2:47][N:46]([CH3:49])[CH2:45][CH2:44]1. Product: [CH3:26][C:23]1([CH3:25])[C:22]2[C:21]3[CH:20]=[CH:19][CH:18]=[CH:17][C:16]=3[NH:15][C:14]=2[C:13]([C:27]([O:29][CH:30]([CH3:32])[CH3:31])=[O:28])=[CH:12][N:11]([C:9]([C:5]2[CH:6]=[CH:7][CH:8]=[C:3]([CH2:2][O:42][CH:43]3[CH2:48][CH2:47][N:46]([CH3:49])[CH2:45][CH2:44]3)[CH:4]=2)=[O:10])[CH2:24]1. The catalyst class is: 1.